From a dataset of Forward reaction prediction with 1.9M reactions from USPTO patents (1976-2016). Predict the product of the given reaction. (1) Given the reactants [C:1]1([C:33]2[CH:38]=[CH:37][CH:36]=[CH:35][CH:34]=2)[CH:6]=[CH:5][C:4]([S:7]([N:10]([C:26]2[O:30][N:29]=[C:28]([CH3:31])[C:27]=2[Br:32])S(C2C=CC(C3C=CC=CC=3)=CC=2)(=O)=O)(=[O:9])=[O:8])=[CH:3][CH:2]=1.[OH-].[Na+], predict the reaction product. The product is: [Br:32][C:27]1[C:28]([CH3:31])=[N:29][O:30][C:26]=1[NH:10][S:7]([C:4]1[CH:3]=[CH:2][C:1]([C:33]2[CH:38]=[CH:37][CH:36]=[CH:35][CH:34]=2)=[CH:6][CH:5]=1)(=[O:8])=[O:9]. (2) Given the reactants Br[CH2:2][C:3]1[CH:8]=[CH:7][C:6]([C:9]2[S:10][C:11]3[C:16]([N:17]=2)=[CH:15][CH:14]=[C:13]([C:18]2([C:21]4[CH:26]=[CH:25][CH:24]=[CH:23][CH:22]=4)[CH2:20][CH2:19]2)[N:12]=3)=[C:5]([N+:27]([O-:29])=[O:28])[CH:4]=1.Cl.[NH:31]1[CH2:34][CH:33]([C:35]([O:37][CH3:38])=[O:36])[CH2:32]1.C(N(CC)C(C)C)(C)C.C([O-])(O)=O.[Na+], predict the reaction product. The product is: [N+:27]([C:5]1[CH:4]=[C:3]([CH2:2][N:31]2[CH2:34][CH:33]([C:35]([O:37][CH3:38])=[O:36])[CH2:32]2)[CH:8]=[CH:7][C:6]=1[C:9]1[S:10][C:11]2[C:16]([N:17]=1)=[CH:15][CH:14]=[C:13]([C:18]1([C:21]3[CH:22]=[CH:23][CH:24]=[CH:25][CH:26]=3)[CH2:20][CH2:19]1)[N:12]=2)([O-:29])=[O:28]. (3) Given the reactants C(O)(=O)C.[NH2:5][C:6]1[N:11]=[C:10]([S:12][CH2:13][C:14]2[CH:19]=[CH:18][CH:17]=[C:16]([F:20])[C:15]=2[F:21])[N:9]=[C:8]([NH:22][C@H:23]([CH3:26])[CH2:24][OH:25])[C:7]=1[N:27]=O, predict the reaction product. The product is: [NH2:27][C:7]1[C:8]([NH:22][C@H:23]([CH3:26])[CH2:24][OH:25])=[N:9][C:10]([S:12][CH2:13][C:14]2[CH:19]=[CH:18][CH:17]=[C:16]([F:20])[C:15]=2[F:21])=[N:11][C:6]=1[NH2:5]. (4) The product is: [CH2:13]([C:17]1[N:18]=[C:19]([CH3:47])[N:20]([CH2:39][C:40]2[CH:45]=[CH:44][CH:43]=[CH:42][C:41]=2[Cl:46])[C:21](=[O:38])[C:22]=1[CH2:23][C:24]1[CH:25]=[CH:26][C:27]([C:30]2[CH:35]=[CH:34][CH:33]=[CH:32][C:31]=2[C:36]2[NH:3][C:4](=[O:7])[O:5][N:37]=2)=[CH:28][CH:29]=1)[CH2:14][CH2:15][CH3:16]. Given the reactants [Cl-].O[NH3+:3].[C:4](=[O:7])([O-])[OH:5].[Na+].CS(C)=O.[CH2:13]([C:17]1[N:18]=[C:19]([CH3:47])[N:20]([CH2:39][C:40]2[CH:45]=[CH:44][CH:43]=[CH:42][C:41]=2[Cl:46])[C:21](=[O:38])[C:22]=1[CH2:23][C:24]1[CH:29]=[CH:28][C:27]([C:30]2[C:31]([C:36]#[N:37])=[CH:32][CH:33]=[CH:34][CH:35]=2)=[CH:26][CH:25]=1)[CH2:14][CH2:15][CH3:16], predict the reaction product.